From a dataset of Forward reaction prediction with 1.9M reactions from USPTO patents (1976-2016). Predict the product of the given reaction. (1) The product is: [NH2:8][C:7]1[C:2]([CH3:1])=[CH:3][C:4]([C:11]([O:13][CH2:14][CH3:15])=[O:12])=[N:5][CH:6]=1. Given the reactants [CH3:1][C:2]1[C:7]([N+:8]([O-])=O)=[CH:6][N:5]=[C:4]([C:11]([O:13][CH2:14][CH3:15])=[O:12])[CH:3]=1, predict the reaction product. (2) Given the reactants F[C:2](F)(F)[C:3](O)=[O:4].[NH:8]1[CH2:13][CH2:12][CH:11]([CH2:14][CH2:15][NH:16][C:17]([N:19]2[CH2:23][CH:22]([CH2:24][C:25]([CH3:28])([CH3:27])[CH3:26])[C:21]3([C:36]4[C:31](=[CH:32][C:33]([Cl:37])=[CH:34][CH:35]=4)[NH:30][C:29]3=[O:38])[CH:20]2[C:39]2[CH:44]=[CH:43][CH:42]=[C:41]([Cl:45])[C:40]=2[F:46])=[O:18])[CH2:10][CH2:9]1.C(N(CC)CC)C.C(Cl)(=O)C, predict the reaction product. The product is: [C:3]([N:8]1[CH2:13][CH2:12][CH:11]([CH2:14][CH2:15][NH:16][C:17]([N:19]2[CH2:23][CH:22]([CH2:24][C:25]([CH3:28])([CH3:27])[CH3:26])[C:21]3([C:36]4[C:31](=[CH:32][C:33]([Cl:37])=[CH:34][CH:35]=4)[NH:30][C:29]3=[O:38])[CH:20]2[C:39]2[CH:44]=[CH:43][CH:42]=[C:41]([Cl:45])[C:40]=2[F:46])=[O:18])[CH2:10][CH2:9]1)(=[O:4])[CH3:2]. (3) Given the reactants [C:1]([C:3]1[CH:8]=[CH:7][C:6]([CH:9]2[CH2:14][CH2:13][N:12]([C:15]([C:17]3[CH:18]=[CH:19][C:20]([CH3:32])=[C:21]([NH:23][S:24]([CH2:27][C:28]([O:30]C)=[O:29])(=[O:26])=[O:25])[CH:22]=3)=[O:16])[CH2:11][CH2:10]2)=[CH:5][CH:4]=1)#[N:2].[OH-].[Na+].Cl, predict the reaction product. The product is: [C:1]([C:3]1[CH:4]=[CH:5][C:6]([CH:9]2[CH2:14][CH2:13][N:12]([C:15]([C:17]3[CH:18]=[CH:19][C:20]([CH3:32])=[C:21]([NH:23][S:24]([CH2:27][C:28]([OH:30])=[O:29])(=[O:26])=[O:25])[CH:22]=3)=[O:16])[CH2:11][CH2:10]2)=[CH:7][CH:8]=1)#[N:2]. (4) Given the reactants [CH3:1][C:2]1[CH:7]=[CH:6][CH:5]=[C:4]([C:8]#[C:9][CH:10]=[C:11]2[CH2:16][CH2:15][NH:14][CH2:13][CH2:12]2)[N:3]=1.Cl[C:18]1[N:23]=[C:22]([CH3:24])[CH:21]=[CH:20][C:19]=1[N+:25]([O-:27])=[O:26], predict the reaction product. The product is: [CH3:24][C:22]1[N:23]=[C:18]([N:14]2[CH2:13][CH2:12][C:11](=[CH:10][C:9]#[C:8][C:4]3[CH:5]=[CH:6][CH:7]=[C:2]([CH3:1])[N:3]=3)[CH2:16][CH2:15]2)[C:19]([N+:25]([O-:27])=[O:26])=[CH:20][CH:21]=1. (5) The product is: [C:13]([NH:12][C:9]1[N:8]([CH2:17][CH2:18][S:19]([CH3:22])(=[O:21])=[O:20])[C:7](=[O:23])[C:6]2[C:11](=[C:2]([C:31]3[NH:30][C:29]4[C@@H:25]([CH3:24])[NH:26][C:27](=[O:42])[C:28]=4[CH:32]=3)[CH:3]=[CH:4][CH:5]=2)[N:10]=1)([CH3:16])([CH3:15])[CH3:14]. Given the reactants Br[C:2]1[CH:3]=[CH:4][CH:5]=[C:6]2[C:11]=1[N:10]=[C:9]([NH:12][C:13]([CH3:16])([CH3:15])[CH3:14])[N:8]([CH2:17][CH2:18][S:19]([CH3:22])(=[O:21])=[O:20])[C:7]2=[O:23].[CH3:24][C@@H:25]1[C:29]2[NH:30][C:31](B3OC(C)(C)C(C)(C)O3)=[CH:32][C:28]=2[C:27](=[O:42])[NH:26]1.P([O-])([O-])([O-])=O.[K+].[K+].[K+], predict the reaction product. (6) Given the reactants Br[CH2:2][C:3]([C:5]1[CH:10]=[C:9]([N+:11]([O-:13])=[O:12])[CH:8]=[CH:7][C:6]=1[Cl:14])=O.[C:15]1([NH2:22])[CH:20]=[CH:19][CH:18]=[CH:17][C:16]=1[NH2:21].CC([O-])=O.[Na+], predict the reaction product. The product is: [Cl:14][C:6]1[CH:7]=[CH:8][C:9]([N+:11]([O-:13])=[O:12])=[CH:10][C:5]=1[C:3]1[CH:2]=[N:22][C:15]2[C:16](=[CH:17][CH:18]=[CH:19][CH:20]=2)[N:21]=1. (7) Given the reactants [F:1][C:2]1[CH:10]=[CH:9][C:5]([C:6]([NH2:8])=[S:7])=[CH:4][CH:3]=1.[Cl:11][CH2:12][C:13]([CH2:15]Cl)=O, predict the reaction product. The product is: [Cl:11][CH2:12][C:13]1[N:8]=[C:6]([C:5]2[CH:9]=[CH:10][C:2]([F:1])=[CH:3][CH:4]=2)[S:7][CH:15]=1. (8) Given the reactants F[C:2]1[CH:7]=[CH:6][CH:5]=[CH:4][C:3]=1[N+:8]([O-:10])=[O:9].Cl.[C:12]([O:16][C:17](=[O:22])[C:18]([NH2:21])([CH3:20])[CH3:19])([CH3:15])([CH3:14])[CH3:13].CCN(CC)CC, predict the reaction product. The product is: [C:12]([O:16][C:17](=[O:22])[C:18]([CH3:20])([NH:21][C:2]1[CH:7]=[CH:6][CH:5]=[CH:4][C:3]=1[N+:8]([O-:10])=[O:9])[CH3:19])([CH3:15])([CH3:13])[CH3:14].